Task: Predict which catalyst facilitates the given reaction.. Dataset: Catalyst prediction with 721,799 reactions and 888 catalyst types from USPTO (1) Reactant: [N+:1]([C:4]1[CH:5]=[C:6]([CH:16]=[CH:17][CH:18]=1)[C:7]([NH:9][C:10]1[CH:15]=[CH:14][CH:13]=[CH:12][CH:11]=1)=[O:8])([O-])=O. Product: [NH2:1][C:4]1[CH:5]=[C:6]([CH:16]=[CH:17][CH:18]=1)[C:7]([NH:9][C:10]1[CH:15]=[CH:14][CH:13]=[CH:12][CH:11]=1)=[O:8]. The catalyst class is: 63. (2) Reactant: [CH:1]1([CH:4]2[CH2:8][CH2:7][NH:6][CH2:5]2)[CH2:3][CH2:2]1.CCN(C(C)C)C(C)C.[Br:18][C:19]1[C:20](Cl)=[C:21]([C:27](=[O:34])[C:28]([O:30][CH:31]([CH3:33])[CH3:32])=[O:29])[C:22]([CH3:26])=[N:23][C:24]=1[CH3:25]. Product: [Br:18][C:19]1[C:20]([N:6]2[CH2:7][CH2:8][CH:4]([CH:1]3[CH2:3][CH2:2]3)[CH2:5]2)=[C:21]([C:27](=[O:34])[C:28]([O:30][CH:31]([CH3:32])[CH3:33])=[O:29])[C:22]([CH3:26])=[N:23][C:24]=1[CH3:25]. The catalyst class is: 23. (3) Reactant: [O:1]1[CH2:6][CH2:5][N:4]([C:7]2[C:8]3[N:9]([CH:33]=[C:34]([CH2:36][CH2:37][C:38]4[CH:47]=[CH:46][C:45]5[C:40](=[CH:41][CH:42]=[CH:43][CH:44]=5)[N:39]=4)[N:35]=3)[C:10]([C:13]3[CH:18]=[CH:17][C:16]([N:19]4[C:23](=[O:24])[N:22](COCC[Si](C)(C)C)[CH:21]=[N:20]4)=[CH:15][CH:14]=3)=[CH:11][N:12]=2)[CH2:3][CH2:2]1.C(Cl)Cl.C(O)(C(F)(F)F)=O.O.CCO.CCN(C(C)C)C(C)C. Product: [O:1]1[CH2:2][CH2:3][N:4]([C:7]2[C:8]3[N:9]([CH:33]=[C:34]([CH2:36][CH2:37][C:38]4[CH:47]=[CH:46][C:45]5[C:40](=[CH:41][CH:42]=[CH:43][CH:44]=5)[N:39]=4)[N:35]=3)[C:10]([C:13]3[CH:18]=[CH:17][C:16]([N:19]4[C:23](=[O:24])[NH:22][CH:21]=[N:20]4)=[CH:15][CH:14]=3)=[CH:11][N:12]=2)[CH2:5][CH2:6]1. The catalyst class is: 22. (4) Reactant: [CH3:1][CH2:2][O:3][C:4]([C:6]1[C@@H:11]([C:12]2[C:17]([Cl:18])=[CH:16][CH:15]=[CH:14][CH:13]=2)[C:10]([C:19]([O:21][CH3:22])=[O:20])=[C:9]([CH3:23])[NH:8][C:7]=1[CH2:24][O:25][CH2:26][CH2:27][NH2:28])=[O:5].CCOC(C1C(C2C=CC=CC=2Cl)C(C(OC)=O)=C(C)NC=1COCCN)=O.[CH3:57][CH2:58][O:59][C:60]([C@@H:62]([NH:71][C@H:72]([C:74]([N:76]1[C@H:83]([C:84]([OH:86])=[O:85])[CH2:82][C@H:81]2[C@@H:77]1[CH2:78][CH2:79][CH2:80]2)=[O:75])[CH3:73])[CH2:63][CH2:64][C:65]1[CH:66]=[CH:67][CH:68]=[CH:69][CH:70]=1)=[O:61]. Product: [CH3:57][CH2:58][O:59][C:60]([C@@H:62]([NH:71][C@H:72]([C:74]([N:76]1[C@H:83]([C:84]([OH:86])=[O:85])[CH2:82][C@H:81]2[C@@H:77]1[CH2:78][CH2:79][CH2:80]2)=[O:75])[CH3:73])[CH2:63][CH2:64][C:65]1[CH:70]=[CH:69][CH:68]=[CH:67][CH:66]=1)=[O:61].[CH3:1][CH2:2][O:3][C:4]([C:6]1[CH:11]([C:12]2[CH:13]=[CH:14][CH:15]=[CH:16][C:17]=2[Cl:18])[C:10]([C:19]([O:21][CH3:22])=[O:20])=[C:9]([CH3:23])[NH:8][C:7]=1[CH2:24][O:25][CH2:26][CH2:27][NH2:28])=[O:5]. The catalyst class is: 13. (5) Reactant: FC(F)(F)S(O[C:7]1[CH:8]=[C:9]2[C:14](=[CH:15][CH:16]=1)[O:13][CH2:12][C@@H:11]([N:17]1[CH2:20][CH2:19][CH2:18]1)[C@H:10]2[CH2:21][C:22]1[CH:27]=[CH:26][CH:25]=[CH:24][CH:23]=1)(=O)=O.C1(P(C2CCCCC2)C2C=CC=CC=2C2C(C(C)C)=CC(C(C)C)=CC=2C(C)C)CCCCC1.C(=O)([O-])[O-].[Cs+].[Cs+].[Cl-].[C:71]([O:75][C:76]([NH:78][CH:79]1[CH2:82][NH2+:81][CH2:80]1)=[O:77])([CH3:74])([CH3:73])[CH3:72]. The catalyst class is: 11. Product: [C:71]([O:75][C:76](=[O:77])[NH:78][CH:79]1[CH2:82][N:81]([C:7]2[CH:8]=[C:9]3[C:14](=[CH:15][CH:16]=2)[O:13][CH2:12][C@@H:11]([N:17]2[CH2:20][CH2:19][CH2:18]2)[C@H:10]3[CH2:21][C:22]2[CH:23]=[CH:24][CH:25]=[CH:26][CH:27]=2)[CH2:80]1)([CH3:74])([CH3:72])[CH3:73]. (6) Product: [CH3:3][CH:2]([C:4]1[CH:19]=[CH:18][C:7]([O:8][CH2:9][C@@H:10]2[CH2:12][C@H:11]2[C:13]([OH:15])=[O:14])=[CH:6][CH:5]=1)[CH3:1]. The catalyst class is: 83. Reactant: [CH3:1][CH:2]([C:4]1[CH:19]=[CH:18][C:7]([O:8][CH2:9][C@@H:10]2[CH2:12][C@H:11]2[C:13]([O:15]CC)=[O:14])=[CH:6][CH:5]=1)[CH3:3].[OH-].[Na+].Cl.